From a dataset of Peptide-MHC class II binding affinity with 134,281 pairs from IEDB. Regression. Given a peptide amino acid sequence and an MHC pseudo amino acid sequence, predict their binding affinity value. This is MHC class II binding data. The peptide sequence is DIIEGPVKNVAVPLY. The MHC is DRB1_0701 with pseudo-sequence DRB1_0701. The binding affinity (normalized) is 0.517.